This data is from Reaction yield outcomes from USPTO patents with 853,638 reactions. The task is: Predict the reaction yield, written as a fraction of the theoretical maximum amount of product (1.0 means a 100% yield; for example, 0.34 means a 34% yield). (1) The reactants are [F:1][C:2]1[CH:7]=[CH:6][CH:5]=[CH:4][C:3]=1[C:8]1[NH:12][CH:11]=[C:10]([CH:13]=[O:14])[CH:9]=1.[O-]S(C(F)(F)[F:20])(=O)=O.ClC1C=CC=C(Cl)[N+]=1F.C(=O)([O-])O.[Na+]. The catalyst is O1CCCC1. The product is [F:20][C:9]1[C:10]([CH:13]=[O:14])=[CH:11][NH:12][C:8]=1[C:3]1[CH:4]=[CH:5][CH:6]=[CH:7][C:2]=1[F:1]. The yield is 0.130. (2) The reactants are [CH3:1][O:2][CH2:3][CH2:4][O:5][C:6]1[CH:7]=[C:8]2[C:12](=[C:13]([N:15]([CH3:25])[S:16]([C:19]3[CH:24]=[CH:23][CH:22]=[CH:21][N:20]=3)(=[O:18])=[O:17])[CH:14]=1)[NH:11][C:10]([C:26]1[S:27][C:28]([CH3:38])([CH2:31][N:32]3[CH2:37][CH2:36][S:35][CH2:34][CH2:33]3)[CH2:29][N:30]=1)=[CH:9]2.[O:39]1CCCC1.OOS([O-])=O.[K+].S([O-])([O-])=O.[Na+].[Na+]. The catalyst is O.C(O)C. The product is [CH3:1][O:2][CH2:3][CH2:4][O:5][C:6]1[CH:7]=[C:8]2[C:12](=[C:13]([N:15]([CH3:25])[S:16]([C:19]3[CH:24]=[CH:23][CH:22]=[CH:21][N:20]=3)(=[O:18])=[O:17])[CH:14]=1)[NH:11][C:10]([C:26]1[S:27][C:28]([CH3:38])([CH2:31][N:32]3[CH2:37][CH2:36][S:35](=[O:39])[CH2:34][CH2:33]3)[CH2:29][N:30]=1)=[CH:9]2. The yield is 0.990.